Dataset: NCI-60 drug combinations with 297,098 pairs across 59 cell lines. Task: Regression. Given two drug SMILES strings and cell line genomic features, predict the synergy score measuring deviation from expected non-interaction effect. (1) Drug 1: C1CCN(CC1)CCOC2=CC=C(C=C2)C(=O)C3=C(SC4=C3C=CC(=C4)O)C5=CC=C(C=C5)O. Drug 2: B(C(CC(C)C)NC(=O)C(CC1=CC=CC=C1)NC(=O)C2=NC=CN=C2)(O)O. Cell line: IGROV1. Synergy scores: CSS=-0.899, Synergy_ZIP=1.63, Synergy_Bliss=1.15, Synergy_Loewe=0.986, Synergy_HSA=-1.69. (2) Drug 1: C1CN1P(=S)(N2CC2)N3CC3. Drug 2: C1=NC(=NC(=O)N1C2C(C(C(O2)CO)O)O)N. Cell line: EKVX. Synergy scores: CSS=1.66, Synergy_ZIP=-1.27, Synergy_Bliss=-0.438, Synergy_Loewe=-0.738, Synergy_HSA=-0.732. (3) Drug 1: CCN(CC)CCNC(=O)C1=C(NC(=C1C)C=C2C3=C(C=CC(=C3)F)NC2=O)C. Drug 2: CS(=O)(=O)OCCCCOS(=O)(=O)C. Cell line: SF-295. Synergy scores: CSS=5.60, Synergy_ZIP=-1.53, Synergy_Bliss=-1.29, Synergy_Loewe=-2.82, Synergy_HSA=-3.21. (4) Drug 1: C1CNP(=O)(OC1)N(CCCl)CCCl. Drug 2: C1C(C(OC1N2C=NC(=NC2=O)N)CO)O. Cell line: NCI-H322M. Synergy scores: CSS=12.3, Synergy_ZIP=-3.75, Synergy_Bliss=-2.24, Synergy_Loewe=1.41, Synergy_HSA=1.43. (5) Drug 1: CCCCCOC(=O)NC1=NC(=O)N(C=C1F)C2C(C(C(O2)C)O)O. Drug 2: CC1CCC2CC(C(=CC=CC=CC(CC(C(=O)C(C(C(=CC(C(=O)CC(OC(=O)C3CCCCN3C(=O)C(=O)C1(O2)O)C(C)CC4CCC(C(C4)OC)O)C)C)O)OC)C)C)C)OC. Cell line: SNB-75. Synergy scores: CSS=7.10, Synergy_ZIP=-1.16, Synergy_Bliss=1.09, Synergy_Loewe=0.755, Synergy_HSA=2.07. (6) Drug 1: CC(CN1CC(=O)NC(=O)C1)N2CC(=O)NC(=O)C2. Drug 2: CC12CCC3C(C1CCC2O)C(CC4=C3C=CC(=C4)O)CCCCCCCCCS(=O)CCCC(C(F)(F)F)(F)F. Cell line: OVCAR-5. Synergy scores: CSS=16.7, Synergy_ZIP=-5.89, Synergy_Bliss=-2.62, Synergy_Loewe=-1.73, Synergy_HSA=-1.56. (7) Drug 1: CC1=C2C(C(=O)C3(C(CC4C(C3C(C(C2(C)C)(CC1OC(=O)C(C(C5=CC=CC=C5)NC(=O)OC(C)(C)C)O)O)OC(=O)C6=CC=CC=C6)(CO4)OC(=O)C)O)C)O. Drug 2: CC1C(C(CC(O1)OC2CC(CC3=C2C(=C4C(=C3O)C(=O)C5=CC=CC=C5C4=O)O)(C(=O)C)O)N)O. Cell line: SK-MEL-5. Synergy scores: CSS=63.0, Synergy_ZIP=-4.42, Synergy_Bliss=1.02, Synergy_Loewe=2.63, Synergy_HSA=4.01. (8) Drug 1: CC1=C2C(C(=O)C3(C(CC4C(C3C(C(C2(C)C)(CC1OC(=O)C(C(C5=CC=CC=C5)NC(=O)OC(C)(C)C)O)O)OC(=O)C6=CC=CC=C6)(CO4)OC(=O)C)O)C)O. Drug 2: CC1C(C(CC(O1)OC2CC(OC(C2O)C)OC3=CC4=CC5=C(C(=O)C(C(C5)C(C(=O)C(C(C)O)O)OC)OC6CC(C(C(O6)C)O)OC7CC(C(C(O7)C)O)OC8CC(C(C(O8)C)O)(C)O)C(=C4C(=C3C)O)O)O)O. Cell line: SN12C. Synergy scores: CSS=55.5, Synergy_ZIP=5.04, Synergy_Bliss=8.78, Synergy_Loewe=3.16, Synergy_HSA=3.69. (9) Drug 1: C1CNP(=O)(OC1)N(CCCl)CCCl. Drug 2: CC1C(C(CC(O1)OC2CC(CC3=C2C(=C4C(=C3O)C(=O)C5=CC=CC=C5C4=O)O)(C(=O)C)O)N)O. Cell line: ACHN. Synergy scores: CSS=43.5, Synergy_ZIP=-1.48, Synergy_Bliss=-2.28, Synergy_Loewe=-62.2, Synergy_HSA=-3.82.